From a dataset of Forward reaction prediction with 1.9M reactions from USPTO patents (1976-2016). Predict the product of the given reaction. (1) The product is: [CH2:13]([O:12][C:10]1[CH:11]=[C:6]([CH2:5][C:4]([OH:30])=[O:3])[CH:7]=[C:8]([C:20]2[CH:25]=[CH:24][C:23]([C:26]([F:28])([F:29])[F:27])=[CH:22][CH:21]=2)[CH:9]=1)[C:14]1[CH:15]=[CH:16][CH:17]=[CH:18][CH:19]=1. Given the reactants C([O:3][C:4](=[O:30])[CH2:5][C:6]1[CH:7]=[C:8]([C:20]2[CH:25]=[CH:24][C:23]([C:26]([F:29])([F:28])[F:27])=[CH:22][CH:21]=2)[CH:9]=[C:10]([O:12][CH2:13][C:14]2[CH:19]=[CH:18][CH:17]=[CH:16][CH:15]=2)[CH:11]=1)C.O.O[Li].O, predict the reaction product. (2) Given the reactants [CH3:1][O:2][C:3]1[CH:8]=[CH:7][C:6]([N:9]2[C:13]3[C:14](=[O:18])[NH:15][CH2:16][CH2:17][C:12]=3[C:11]([C:19]#[N:20])=[N:10]2)=[CH:5][CH:4]=1.I[C:22]1[CH:27]=[CH:26][C:25]([C:28]([CH3:37])([CH3:36])[CH2:29][N:30]2[CH2:34][CH2:33][CH2:32][C:31]2=[O:35])=[CH:24][CH:23]=1.C([O-])([O-])=O.[K+].[K+], predict the reaction product. The product is: [CH3:37][C:28]([C:25]1[CH:24]=[CH:23][C:22]([N:15]2[CH2:16][CH2:17][C:12]3[C:11]([C:19]#[N:20])=[N:10][N:9]([C:6]4[CH:5]=[CH:4][C:3]([O:2][CH3:1])=[CH:8][CH:7]=4)[C:13]=3[C:14]2=[O:18])=[CH:27][CH:26]=1)([CH3:36])[CH2:29][N:30]1[CH2:34][CH2:33][CH2:32][C:31]1=[O:35]. (3) Given the reactants [Cl:1][C:2]1[CH:7]=[CH:6][C:5]([CH:8]([C:24]2[CH:29]=[CH:28][C:27]([Cl:30])=[CH:26][CH:25]=2)[N:9]2[CH2:12][CH:11]([CH:13]([C:16]3[CH:21]=[C:20]([F:22])[CH:19]=[C:18]([F:23])[CH:17]=3)[CH:14]=[O:15])[CH2:10]2)=[CH:4][CH:3]=1.[CH3:31][Mg]Cl.O.O.O.O.O.O.O.O.O.O.S([O-])([O-])(=O)=O.[Na+].[Na+], predict the reaction product. The product is: [Cl:30][C:27]1[CH:26]=[CH:25][C:24]([CH:8]([C:5]2[CH:6]=[CH:7][C:2]([Cl:1])=[CH:3][CH:4]=2)[N:9]2[CH2:12][CH:11]([CH:13]([C:16]3[CH:21]=[C:20]([F:22])[CH:19]=[C:18]([F:23])[CH:17]=3)[CH:14]([OH:15])[CH3:31])[CH2:10]2)=[CH:29][CH:28]=1.